From a dataset of Forward reaction prediction with 1.9M reactions from USPTO patents (1976-2016). Predict the product of the given reaction. (1) Given the reactants [Cl:1][C:2]1[CH:7]=[CH:6][C:5]([S:8]([C:11]23[CH2:26][CH2:25][CH:24]([S:27]C(=O)C)[CH2:23][CH:12]2[CH2:13][O:14][C:15]2[C:20]3=[C:19]([F:21])[CH:18]=[CH:17][C:16]=2[F:22])(=[O:10])=[O:9])=[CH:4][CH:3]=1.[OH-].[Na+].C1COCC1, predict the reaction product. The product is: [Cl:1][C:2]1[CH:3]=[CH:4][C:5]([S:8]([C:11]23[CH2:26][CH2:25][CH:24]([SH:27])[CH2:23][CH:12]2[CH2:13][O:14][C:15]2[C:20]3=[C:19]([F:21])[CH:18]=[CH:17][C:16]=2[F:22])(=[O:10])=[O:9])=[CH:6][CH:7]=1. (2) Given the reactants [H-].[Na+].[Si:3]([O:10][C@H:11]([C:42]1[CH:47]=[CH:46][CH:45]=[CH:44][CH:43]=1)[C@H:12]1[CH2:16][CH2:15][C@@H:14]([CH2:17][C:18]2[CH:23]=[CH:22][C:21]([C:24](=[O:34])[NH:25][CH2:26][CH2:27][C:28]3[CH:33]=[CH:32][CH:31]=[CH:30][N:29]=3)=[CH:20][CH:19]=2)[N:13]1[C:35]([O:37][C:38]([CH3:41])([CH3:40])[CH3:39])=[O:36])([C:6]([CH3:9])([CH3:8])[CH3:7])([CH3:5])[CH3:4].I[CH3:49].O, predict the reaction product. The product is: [Si:3]([O:10][C@H:11]([C:42]1[CH:43]=[CH:44][CH:45]=[CH:46][CH:47]=1)[C@H:12]1[CH2:16][CH2:15][C@@H:14]([CH2:17][C:18]2[CH:23]=[CH:22][C:21]([C:24](=[O:34])[N:25]([CH3:49])[CH2:26][CH2:27][C:28]3[CH:33]=[CH:32][CH:31]=[CH:30][N:29]=3)=[CH:20][CH:19]=2)[N:13]1[C:35]([O:37][C:38]([CH3:41])([CH3:39])[CH3:40])=[O:36])([C:6]([CH3:7])([CH3:8])[CH3:9])([CH3:4])[CH3:5]. (3) Given the reactants Br[C:2]1[CH:22]=[CH:21][C:5]([N:6]([C:14]2[CH:19]=[CH:18][C:17]([CH3:20])=[CH:16][CH:15]=2)[C:7]2[CH:12]=[CH:11][C:10]([CH3:13])=[CH:9][CH:8]=2)=[CH:4][CH:3]=1.[Li]CCCC.[B:28](OC)([O:31]C)[O:29]C.Cl, predict the reaction product. The product is: [C:10]1([CH3:13])[CH:11]=[CH:12][C:7]([N:6]([C:14]2[CH:15]=[CH:16][C:17]([CH3:20])=[CH:18][CH:19]=2)[C:5]2[CH:4]=[CH:3][C:2]([B:28]([OH:31])[OH:29])=[CH:22][CH:21]=2)=[CH:8][CH:9]=1. (4) Given the reactants [CH3:1][N:2]([CH3:24])[CH2:3][C:4]([N:6]([CH3:23])[C:7]1[CH:8]=[CH:9][C:10]([O:21][CH3:22])=[C:11]([NH:13]C(=O)OC(C)(C)C)[CH:12]=1)=[O:5].Cl.C(OCC)(=O)C.C(=O)([O-])[O-].[K+].[K+], predict the reaction product. The product is: [NH2:13][C:11]1[CH:12]=[C:7]([N:6]([CH3:23])[C:4](=[O:5])[CH2:3][N:2]([CH3:24])[CH3:1])[CH:8]=[CH:9][C:10]=1[O:21][CH3:22]. (5) Given the reactants Cl[CH2:2][C:3]1[CH:8]=[CH:7][N:6]=[C:5]([NH:9][C:10]2[S:11][C:12]3[CH:18]=[C:17]([C:19]4[CH:24]=[CH:23][N:22]=[CH:21][CH:20]=4)[CH:16]=[CH:15][C:13]=3[N:14]=2)[CH:4]=1.[NH:25]1[CH2:29][CH2:28][CH2:27][CH2:26]1.CCN(C(C)C)C(C)C, predict the reaction product. The product is: [N:22]1[CH:23]=[CH:24][C:19]([C:17]2[CH:16]=[CH:15][C:13]3[N:14]=[C:10]([NH:9][C:5]4[CH:4]=[C:3]([CH2:2][N:25]5[CH2:29][CH2:28][CH2:27][CH2:26]5)[CH:8]=[CH:7][N:6]=4)[S:11][C:12]=3[CH:18]=2)=[CH:20][CH:21]=1.